This data is from Full USPTO retrosynthesis dataset with 1.9M reactions from patents (1976-2016). The task is: Predict the reactants needed to synthesize the given product. Given the product [CH2:12]([O:11][CH2:10][CH2:9][CH2:8][CH2:7][CH2:6][C@H:5]([OH:19])[C@H:4]([CH2:20][CH2:21][CH2:22][CH2:23][CH2:24][CH3:25])[C:3]([OH:26])=[O:2])[C:13]1[CH:18]=[CH:17][CH:16]=[CH:15][CH:14]=1, predict the reactants needed to synthesize it. The reactants are: C[O:2][C:3](=[O:26])[C@@H:4]([CH2:20][CH2:21][CH2:22][CH2:23][CH2:24][CH3:25])[C@@H:5]([OH:19])[CH2:6][CH2:7][CH2:8][CH2:9][CH2:10][O:11][CH2:12][C:13]1[CH:18]=[CH:17][CH:16]=[CH:15][CH:14]=1.O.[OH-].[Li+].S([O-])(O)(=O)=O.[K+].